Task: Predict the reactants needed to synthesize the given product.. Dataset: Full USPTO retrosynthesis dataset with 1.9M reactions from patents (1976-2016) (1) Given the product [ClH:65].[CH2:22]([N:13]1[CH2:12][CH2:11][C:8]2([CH2:10][CH2:9]2)[C:15](=[O:16])[CH2:14]1)[C:23]1[CH:28]=[CH:27][CH:26]=[CH:25][CH:24]=1, predict the reactants needed to synthesize it. The reactants are: C(OC([C:8]1([CH2:11][CH2:12][N:13]([CH2:22][C:23]2[CH:28]=[CH:27][CH:26]=[CH:25][CH:24]=2)[CH2:14][C:15](OC(C)(C)C)=[O:16])[CH2:10][CH2:9]1)=O)(C)(C)C.[Li].S(=O)(=O)(O)O.C(OC(C1N(CC2C=CC=CC=2)CCC2(CC2)C=1O)=O)(C)(C)C.[OH-].[Na+].C([O-])(O)=O.[Na+].[ClH:65]. (2) The reactants are: [CH3:1][O:2][C:3]([C:5]1[N:6]=[CH:7][C:8]2[C:13]([C:14]=1[O:15]CC1C=CC=CC=1)=[CH:12][CH:11]=[C:10](Br)[CH:9]=2)=[O:4].C1COCC1.[Br-].[CH2:30]([Zn+])[C:31]1[CH:36]=[CH:35][CH:34]=[CH:33][CH:32]=1.[NH4+].[Cl-]. Given the product [CH3:1][O:2][C:3]([C:5]1[N:6]=[CH:7][C:8]2[C:13]([C:14]=1[OH:15])=[CH:12][CH:11]=[C:10]([CH2:30][C:31]1[CH:36]=[CH:35][CH:34]=[CH:33][CH:32]=1)[CH:9]=2)=[O:4], predict the reactants needed to synthesize it. (3) Given the product [C:1]([CH:5]1[CH2:18][C:17]2[NH:21][C:15](=[O:16])[C:14]3[CH:13]=[N:12][CH:11]=[C:10]([CH3:20])[C:9]=3[C:8]=2[CH2:7][O:6]1)([CH3:4])([CH3:3])[CH3:2], predict the reactants needed to synthesize it. The reactants are: [C:1]([CH:5]1[CH2:18][C:17]2[O:16][C:15](=O)[C:14]3[CH:13]=[N:12][CH:11]=[C:10]([CH3:20])[C:9]=3[C:8]=2[CH2:7][O:6]1)([CH3:4])([CH3:3])[CH3:2].[NH3:21].